This data is from Forward reaction prediction with 1.9M reactions from USPTO patents (1976-2016). The task is: Predict the product of the given reaction. Given the reactants [F:1][CH:2]([F:12])[C:3]1[S:7][C:6]([C:8](OC)=[O:9])=[CH:5][CH:4]=1.[BH4-].[Na+].[Cl-].[NH4+], predict the reaction product. The product is: [F:1][CH:2]([F:12])[C:3]1[S:7][C:6]([CH2:8][OH:9])=[CH:5][CH:4]=1.